This data is from Forward reaction prediction with 1.9M reactions from USPTO patents (1976-2016). The task is: Predict the product of the given reaction. (1) Given the reactants C(O[CH2:5][C:6]1[C:11]([CH3:12])=[C:10]([O:13][CH2:14][CH2:15][CH2:16][CH3:17])[CH:9]=[CH:8][N:7]=1)(=O)C.S(Cl)(Cl)=O.[SH:22][C:23]1[NH:24][C:25]2[CH:31]=[CH:30][CH:29]=[CH:28][C:26]=2[N:27]=1.C[O-].[Na+], predict the reaction product. The product is: [CH2:14]([O:13][C:10]1[CH:9]=[CH:8][N:7]=[C:6]([CH2:5][S:22][C:23]2[NH:27][C:26]3[CH:28]=[CH:29][CH:30]=[CH:31][C:25]=3[N:24]=2)[C:11]=1[CH3:12])[CH2:15][CH2:16][CH3:17]. (2) Given the reactants [CH3:1][C:2]([CH3:7])([CH3:6])[CH2:3][CH:4]=[O:5].[CH3:8][CH:9]([CH3:12])[CH2:10][NH2:11].[S-:13][C:14]#[N:15].[K+].II.S(S([O-])=O)([O-])(=O)=O.[Na+].[Na+], predict the reaction product. The product is: [NH4+:11].[OH-:5].[C:2]([C:3]1[S:13][C:14](=[NH:15])[N:11]([CH2:10][CH:9]([CH3:12])[CH3:8])[CH:4]=1)([CH3:7])([CH3:6])[CH3:1]. (3) Given the reactants [Br:1][C:2]1[CH:7]=[CH:6][C:5]([N:8]2[C:12](C(O)=O)=[C:11]([CH3:16])[N:10]=[N:9]2)=[CH:4][CH:3]=1.[CH3:17][C@@H:18]([OH:21])[CH2:19][CH3:20].C1(P(N=[N+]=[N-])(C2C=CC=CC=2)=[O:29])C=CC=CC=1.C([N:41]([CH2:44]C)CC)C, predict the reaction product. The product is: [C@H:18]([O:21][C:44](=[O:29])[NH:41][C:12]1[N:8]([C:5]2[CH:4]=[CH:3][C:2]([Br:1])=[CH:7][CH:6]=2)[N:9]=[N:10][C:11]=1[CH3:16])([CH2:19][CH3:20])[CH3:17]. (4) The product is: [CH3:7][C:4]1[S:5][CH:6]=[C:2]([C:12]2[CH:13]=[CH:14][C:9]([OH:8])=[CH:10][CH:11]=2)[N:3]=1. Given the reactants Br[C:2]1[N:3]=[C:4]([CH3:7])[S:5][CH:6]=1.[OH:8][C:9]1[CH:14]=[CH:13][C:12](B(O)O)=[CH:11][CH:10]=1, predict the reaction product. (5) Given the reactants [CH3:1][C:2]1[CH:7]=[CH:6][C:5]([C:8]2[O:12][N:11]=[CH:10][C:9]=2[CH2:13][CH2:14][C:15]([OH:17])=[O:16])=[CH:4][CH:3]=1.S(=O)(=O)(O)O.[CH3:23]O, predict the reaction product. The product is: [CH3:1][C:2]1[CH:3]=[CH:4][C:5]([C:8]2[O:12][N:11]=[CH:10][C:9]=2[CH2:13][CH2:14][C:15]([O:17][CH3:23])=[O:16])=[CH:6][CH:7]=1. (6) Given the reactants [I:1][C:2]1[CH:3]=[C:4]([CH3:9])[C:5]([NH2:8])=[N:6][CH:7]=1.Br[CH:11]([CH3:17])[C:12]([CH:14]1[CH2:16][CH2:15]1)=O.[Cl-].[Cl-].[Ca+2], predict the reaction product. The product is: [CH:14]1([C:12]2[N:8]=[C:5]3[C:4]([CH3:9])=[CH:3][C:2]([I:1])=[CH:7][N:6]3[C:11]=2[CH3:17])[CH2:16][CH2:15]1. (7) Given the reactants Cl.[F:2][C:3]1[CH:31]=[CH:30][C:6]([CH2:7][C@H:8]2[CH2:12][NH:11][C@H:10]([C:13]([NH:15][C:16]3[CH:21]=[CH:20][C:19]([O:22][C:23]4[CH:28]=[CH:27][C:26]([F:29])=[CH:25][CH:24]=4)=[CH:18][CH:17]=3)=[O:14])[CH2:9]2)=[CH:5][CH:4]=1.[N:32]1[N:33]([CH2:37][C:38](O)=[O:39])[N:34]=[CH:35][CH:36]=1.CN(C(ON1N=NC2C=CC=NC1=2)=[N+](C)C)C.F[P-](F)(F)(F)(F)F.CCN(C(C)C)C(C)C, predict the reaction product. The product is: [N:32]1[N:33]([CH2:37][C:38]([N:11]2[CH2:12][C@H:8]([CH2:7][C:6]3[CH:5]=[CH:4][C:3]([F:2])=[CH:31][CH:30]=3)[CH2:9][C@H:10]2[C:13]([NH:15][C:16]2[CH:21]=[CH:20][C:19]([O:22][C:23]3[CH:28]=[CH:27][C:26]([F:29])=[CH:25][CH:24]=3)=[CH:18][CH:17]=2)=[O:14])=[O:39])[N:34]=[CH:35][CH:36]=1.